Dataset: Catalyst prediction with 721,799 reactions and 888 catalyst types from USPTO. Task: Predict which catalyst facilitates the given reaction. Reactant: Br[CH2:2][C:3]([C:5]1[C:10]([Cl:11])=[CH:9][C:8]([O:12][CH3:13])=[CH:7][C:6]=1[Cl:14])=O.[NH2:15][C:16]([NH2:18])=[S:17]. Product: [Cl:14][C:6]1[CH:7]=[C:8]([O:12][CH3:13])[CH:9]=[C:10]([Cl:11])[C:5]=1[C:3]1[N:15]=[C:16]([NH2:18])[S:17][CH:2]=1. The catalyst class is: 14.